From a dataset of Reaction yield outcomes from USPTO patents with 853,638 reactions. Predict the reaction yield, written as a fraction of the theoretical maximum amount of product (1.0 means a 100% yield; for example, 0.34 means a 34% yield). (1) The reactants are C[O:2][C:3]1[CH:12]=[C:11]2[C:6]([C@H:7]([CH2:22][CH2:23][CH2:24][CH2:25][CH2:26][CH2:27][CH2:28][CH2:29][CH:30]([CH2:36][CH2:37][CH2:38][C:39]([F:45])([F:44])[C:40]([F:43])([F:42])[F:41])[C:31]([O:33][CH2:34][CH3:35])=[O:32])[C@@:8]([C:14]3[CH:19]=[CH:18][C:17]([O:20]C)=[CH:16][CH:15]=3)([CH3:13])[CH2:9][S:10]2)=[CH:5][CH:4]=1.B(Br)(Br)Br.O. The catalyst is ClCCl. The product is [OH:2][C:3]1[CH:12]=[C:11]2[C:6]([C@H:7]([CH2:22][CH2:23][CH2:24][CH2:25][CH2:26][CH2:27][CH2:28][CH2:29][CH:30]([CH2:36][CH2:37][CH2:38][C:39]([F:45])([F:44])[C:40]([F:41])([F:42])[F:43])[C:31]([O:33][CH2:34][CH3:35])=[O:32])[C@@:8]([C:14]3[CH:15]=[CH:16][C:17]([OH:20])=[CH:18][CH:19]=3)([CH3:13])[CH2:9][S:10]2)=[CH:5][CH:4]=1. The yield is 0.670. (2) The reactants are C=[C:2]1[CH2:7][O:6][C:5]2([CH2:12][CH2:11][CH:10]([N:13]3[C:18](=[O:19])[C:17]([CH2:20][C:21]4[CH:26]=[CH:25][C:24]([C:27]5[C:28]([C:33]#[N:34])=[CH:29][CH:30]=[CH:31][CH:32]=5)=[CH:23][CH:22]=4)=[C:16]([CH2:35][CH2:36][CH3:37])[N:15]4[N:38]=[CH:39][N:40]=[C:14]34)[CH2:9][CH2:8]2)[O:4][CH2:3]1.I([O-])(=O)(=O)=[O:42].[Na+].CC(C)=O.C(#N)C. The catalyst is [Os](=O)(=O)(=O)=O.O.C(OCC)(=O)C. The product is [OH:42][CH:2]1[CH2:3][O:4][C:5]2([CH2:8][CH2:9][CH:10]([N:13]3[C:18](=[O:19])[C:17]([CH2:20][C:21]4[CH:22]=[CH:23][C:24]([C:27]5[C:28]([C:33]#[N:34])=[CH:29][CH:30]=[CH:31][CH:32]=5)=[CH:25][CH:26]=4)=[C:16]([CH2:35][CH2:36][CH3:37])[N:15]4[N:38]=[CH:39][N:40]=[C:14]34)[CH2:11][CH2:12]2)[O:6][CH2:7]1. The yield is 0.730. (3) The reactants are [NH2:1][C@@H:2]([C:6]1[CH:11]=[CH:10][C:9]([Cl:12])=[C:8]([Cl:13])[CH:7]=1)[CH2:3][CH2:4][OH:5].[OH-].[Na+].C1COCC1.[CH3:21][C:22]([O:25][C:26](O[C:26]([O:25][C:22]([CH3:24])([CH3:23])[CH3:21])=[O:27])=[O:27])([CH3:24])[CH3:23]. The catalyst is CCOCC. The product is [Cl:13][C:8]1[CH:7]=[C:6]([C@H:2]([NH:1][C:26](=[O:27])[O:25][C:22]([CH3:24])([CH3:23])[CH3:21])[CH2:3][CH2:4][OH:5])[CH:11]=[CH:10][C:9]=1[Cl:12]. The yield is 0.410. (4) The reactants are C([N:8]1[CH2:13][CH2:12][C:11](=[CH:14][CH2:15][CH2:16][CH3:17])[CH2:10][CH2:9]1)C1C=CC=CC=1.Cl.CCCCCCC.CCOC(C)=O. The catalyst is [Pd].C(O)C. The product is [CH2:14]([CH:11]1[CH2:12][CH2:13][NH:8][CH2:9][CH2:10]1)[CH2:15][CH2:16][CH3:17]. The yield is 0.330. (5) The reactants are [CH2:1]([O:3][P:4]([CH:9](O)[C:10]1[CH:15]=[CH:14][C:13]([NH:16][C:17]2[N:22]=[C:21]([NH:23][C:24]3[CH:29]=[CH:28][CH:27]=[CH:26][C:25]=3[C:30](=[O:33])[NH:31][CH3:32])[C:20]([C:34]([F:37])([F:36])[F:35])=[CH:19][N:18]=2)=[CH:12][CH:11]=1)(=[O:8])[O:5][CH2:6][CH3:7])[CH3:2].CCN(S(F)(F)[F:45])CC.C([O-])(O)=O.[Na+]. The catalyst is C(Cl)Cl. The product is [CH2:1]([O:3][P:4]([CH:9]([F:45])[C:10]1[CH:15]=[CH:14][C:13]([NH:16][C:17]2[N:22]=[C:21]([NH:23][C:24]3[CH:29]=[CH:28][CH:27]=[CH:26][C:25]=3[C:30](=[O:33])[NH:31][CH3:32])[C:20]([C:34]([F:35])([F:37])[F:36])=[CH:19][N:18]=2)=[CH:12][CH:11]=1)(=[O:8])[O:5][CH2:6][CH3:7])[CH3:2]. The yield is 0.190.